From a dataset of Catalyst prediction with 721,799 reactions and 888 catalyst types from USPTO. Predict which catalyst facilitates the given reaction. Reactant: C([NH:4][C:5]1[CH:6]=[C:7]([CH:33]=[CH:34][N:35]=1)[C:8]([NH:10][C:11]1[CH:16]=[CH:15][C:14]([C:17]2[NH:18][C:19](=[O:31])[C:20]3[O:25][C:24]4[CH:26]=[CH:27][C:28]([Br:30])=[CH:29][C:23]=4[C:21]=3[N:22]=2)=[C:13]([Cl:32])[CH:12]=1)=[O:9])(=O)C.Cl.C(N(C(C)C)CC)(C)C. Product: [NH2:4][C:5]1[CH:6]=[C:7]([C:8]([NH:10][C:11]2[CH:16]=[CH:15][C:14]([C:17]3[NH:18][C:19](=[O:31])[C:20]4[O:25][C:24]5[CH:26]=[CH:27][C:28]([Br:30])=[CH:29][C:23]=5[C:21]=4[N:22]=3)=[C:13]([Cl:32])[CH:12]=2)=[O:9])[CH:33]=[CH:34][N:35]=1. The catalyst class is: 8.